Predict the reactants needed to synthesize the given product. From a dataset of Full USPTO retrosynthesis dataset with 1.9M reactions from patents (1976-2016). Given the product [CH:18]1([NH:23][C:2]2[N:7]=[C:6]([NH:8][C:9]3[CH:10]=[N:11][C:12]([O:15][CH3:16])=[CH:13][CH:14]=3)[C:5]([I:17])=[CH:4][N:3]=2)[CH2:22][CH2:21][CH2:20][CH2:19]1, predict the reactants needed to synthesize it. The reactants are: Cl[C:2]1[N:7]=[C:6]([NH:8][C:9]2[CH:10]=[N:11][C:12]([O:15][CH3:16])=[CH:13][CH:14]=2)[C:5]([I:17])=[CH:4][N:3]=1.[CH:18]1([NH2:23])[CH2:22][CH2:21][CH2:20][CH2:19]1.